This data is from Reaction yield outcomes from USPTO patents with 853,638 reactions. The task is: Predict the reaction yield, written as a fraction of the theoretical maximum amount of product (1.0 means a 100% yield; for example, 0.34 means a 34% yield). (1) The reactants are [CH3:1][C:2]1[N:7]=[C:6]2[S:8][C:9]3[CH2:14][CH2:13][CH2:12][CH2:11][C:10]=3[C:5]2=[C:4]([C:15]2[CH:16]=[N:17][C:18]([CH3:21])=[CH:19][CH:20]=2)[C:3]=1[CH:22]([O:27][C:28]([CH3:31])([CH3:30])[CH3:29])[C:23]([O:25]C)=[O:24].[OH-].[Na+]. The catalyst is CO. The product is [CH3:1][C:2]1[N:7]=[C:6]2[S:8][C:9]3[CH2:14][CH2:13][CH2:12][CH2:11][C:10]=3[C:5]2=[C:4]([C:15]2[CH:16]=[N:17][C:18]([CH3:21])=[CH:19][CH:20]=2)[C:3]=1[CH:22]([O:27][C:28]([CH3:31])([CH3:30])[CH3:29])[C:23]([OH:25])=[O:24]. The yield is 0.200. (2) The reactants are [N:1]1[CH:6]=[CH:5][CH:4]=[C:3]([CH2:7][O:8][CH2:9][C:10]([O:12]CC)=O)[CH:2]=1.[NH2:15][CH2:16][CH:17]([OH:29])[CH2:18][N:19]1[CH2:28][CH2:27][C:26]2[C:21](=[CH:22][CH:23]=[CH:24][CH:25]=2)[CH2:20]1. The product is [CH2:20]1[C:21]2[C:26](=[CH:25][CH:24]=[CH:23][CH:22]=2)[CH2:27][CH2:28][N:19]1[CH2:18][CH:17]([OH:29])[CH2:16][NH:15][C:10](=[O:12])[CH2:9][O:8][CH2:7][C:3]1[CH:2]=[N:1][CH:6]=[CH:5][CH:4]=1. The yield is 0.165. The catalyst is CCO.